This data is from Forward reaction prediction with 1.9M reactions from USPTO patents (1976-2016). The task is: Predict the product of the given reaction. (1) Given the reactants [Br:1][C:2]1[CH:3]=[CH:4][C:5]2[O:9][C:8]([CH2:10][NH2:11])=[CH:7][C:6]=2[CH:12]=1.[NH2:13][C:14]1[N:22]=[C:21]([CH2:23][O:24][CH3:25])[CH:20]=[CH:19][C:15]=1[C:16](O)=[O:17].C(N(CC)CC)C.F[P-](F)(F)(F)(F)F.N1(O[P+](N(C)C)(N(C)C)N(C)C)C2C=CC=CC=2N=N1, predict the reaction product. The product is: [NH2:13][C:14]1[N:22]=[C:21]([CH2:23][O:24][CH3:25])[CH:20]=[CH:19][C:15]=1[C:16]([NH:11][CH2:10][C:8]1[O:9][C:5]2[CH:4]=[CH:3][C:2]([Br:1])=[CH:12][C:6]=2[CH:7]=1)=[O:17]. (2) Given the reactants [C:1]1([C:7]2[N:8]=[C:9]([C@H:12]3[CH2:17][CH2:16][C@H:15]([C:18]([OH:20])=O)[CH2:14][CH2:13]3)[NH:10][CH:11]=2)[CH:6]=[CH:5][CH:4]=[CH:3][CH:2]=1.[NH2:21][CH2:22][CH2:23][NH:24][C:25]([C:27]1[C:28]([C:38]([F:41])([F:40])[F:39])=[N:29][N:30]([C:32]2[CH:37]=[CH:36][CH:35]=[CH:34][CH:33]=2)[CH:31]=1)=[O:26].C1C=CC2N(O)N=NC=2C=1.O.CCN=C=NCCCN(C)C.Cl.C(N(CC)CC)C, predict the reaction product. The product is: [C:32]1([N:30]2[CH:31]=[C:27]([C:25]([NH:24][CH2:23][CH2:22][NH:21][C:18]([C@H:15]3[CH2:16][CH2:17][C@H:12]([C:9]4[NH:10][CH:11]=[C:7]([C:1]5[CH:6]=[CH:5][CH:4]=[CH:3][CH:2]=5)[N:8]=4)[CH2:13][CH2:14]3)=[O:20])=[O:26])[C:28]([C:38]([F:40])([F:41])[F:39])=[N:29]2)[CH:33]=[CH:34][CH:35]=[CH:36][CH:37]=1.